Dataset: Catalyst prediction with 721,799 reactions and 888 catalyst types from USPTO. Task: Predict which catalyst facilitates the given reaction. Reactant: Cl.[CH3:2][O:3][C:4](=[O:10])[C@H:5]([C@@H:7]([CH3:9])[OH:8])[NH2:6].[CH3:11][O:12][C:13]1[CH:14]=[C:15]([CH:19]=[CH:20][C:21]=1[N+:22]([O-:24])=[O:23])[C:16](O)=[O:17].CCN=C=NCCCN(C)C.Cl.C(N(CC)C(C)C)(C)C. Product: [CH3:2][O:3][C:4](=[O:10])[C@H:5]([C@@H:7]([CH3:9])[OH:8])[NH:6][C:16](=[O:17])[C:15]1[CH:19]=[CH:20][C:21]([N+:22]([O-:24])=[O:23])=[C:13]([O:12][CH3:11])[CH:14]=1. The catalyst class is: 166.